From a dataset of Forward reaction prediction with 1.9M reactions from USPTO patents (1976-2016). Predict the product of the given reaction. (1) The product is: [C:6]([O:10][C:11]([NH:13][C:14]1[C:15]([C:25]([OH:27])=[O:26])=[CH:16][N:17]=[CH:18][CH:19]=1)=[O:12])([CH3:9])([CH3:7])[CH3:8]. Given the reactants C([Li])CCC.[C:6]([O:10][C:11]([NH:13][C:14]1[CH:19]=[CH:18][N:17]=[CH:16][CH:15]=1)=[O:12])([CH3:9])([CH3:8])[CH3:7].CCOCC.[C:25](=[O:27])=[O:26], predict the reaction product. (2) The product is: [CH2:1]([N:8]1[CH:16]=[N:15][C:14]2[C:9]1=[N:10][CH:11]=[N:12][CH:13]=2)[C:2]1[CH:3]=[CH:4][CH:5]=[CH:6][CH:7]=1. Given the reactants [CH2:1]([N:8]1[CH:16]=[N:15][C:14]2[C:9]1=[N:10][CH:11]=[N:12][C:13]=2N)[C:2]1[CH:7]=[CH:6][CH:5]=[CH:4][CH:3]=1.N(OC(C)(C)C)=O, predict the reaction product. (3) The product is: [NH2:1][C:2]1[N:7]=[CH:6][N:5]=[C:4]2[N:8]([CH2:25][C@@H:26]3[CH2:30][CH2:29][CH2:28][N:27]3[C:31](=[O:35])[C:32]([C:33]#[N:34])=[CH:49][C:45]([N:37]([CH3:36])[C:38](=[O:44])[O:39][C:40]([CH3:43])([CH3:42])[CH3:41])([CH3:46])[CH3:48])[N:9]=[C:10]([C:11]3[CH:16]=[CH:15][C:14]([O:17][C:18]4[CH:19]=[CH:20][CH:21]=[CH:22][CH:23]=4)=[CH:13][C:12]=3[F:24])[C:3]=12. Given the reactants [NH2:1][C:2]1[N:7]=[CH:6][N:5]=[C:4]2[N:8]([CH2:25][C@@H:26]3[CH2:30][CH2:29][CH2:28][N:27]3[C:31](=[O:35])[CH2:32][C:33]#[N:34])[N:9]=[C:10]([C:11]3[CH:16]=[CH:15][C:14]([O:17][C:18]4[CH:23]=[CH:22][CH:21]=[CH:20][CH:19]=4)=[CH:13][C:12]=3[F:24])[C:3]=12.[CH3:36][N:37]([C:45]([CH3:49])([CH3:48])[CH:46]=O)[C:38](=[O:44])[O:39][C:40]([CH3:43])([CH3:42])[CH3:41].N1CCCCC1, predict the reaction product. (4) The product is: [CH3:1][C:2]([NH:6][C:5]([NH:4][C:8]1[CH:13]=[CH:12][C:11]([S:14][CH3:15])=[C:10]([C:16]([F:19])([F:18])[F:17])[CH:9]=1)=[O:7])([CH3:21])[C:3]([O:36][C:25]([CH3:31])([CH3:26])[CH3:24])=[O:20]. Given the reactants [CH3:1][C:2]1([CH3:21])[NH:6][C:5](=[O:7])[N:4]([C:8]2[CH:13]=[CH:12][C:11]([S:14][CH3:15])=[C:10]([C:16]([F:19])([F:18])[F:17])[CH:9]=2)[C:3]1=[O:20].CS[C:24]1C=CC(N)=[CH:26][C:25]=1[C:31](F)(F)F.C(Cl)(Cl)=[O:36], predict the reaction product. (5) Given the reactants [Si:1]([O:8][CH2:9][C:10]1[CH:16]=[CH:15][C:13]([NH2:14])=[C:12]([O:17][CH3:18])[CH:11]=1)([C:4]([CH3:7])([CH3:6])[CH3:5])([CH3:3])[CH3:2].[CH3:19][C:20]([O:23][C:24](O[C:24]([O:23][C:20]([CH3:22])([CH3:21])[CH3:19])=[O:25])=[O:25])([CH3:22])[CH3:21].C([O-])(O)=O.[Na+], predict the reaction product. The product is: [Si:1]([O:8][CH2:9][C:10]1[CH:16]=[CH:15][C:13]([NH:14][C:24](=[O:25])[O:23][C:20]([CH3:22])([CH3:21])[CH3:19])=[C:12]([O:17][CH3:18])[CH:11]=1)([C:4]([CH3:7])([CH3:6])[CH3:5])([CH3:2])[CH3:3].